This data is from Forward reaction prediction with 1.9M reactions from USPTO patents (1976-2016). The task is: Predict the product of the given reaction. (1) Given the reactants Br/[CH:2]=[CH:3]/[CH2:4][CH2:5][CH2:6][CH2:7][CH3:8].C([Li])(C)(C)C.[CH3:14][Si:15]1([CH3:25])[O:16][Si:15]([CH3:25])([CH3:14])[O:16][Si:15]([CH3:25])([CH3:14])[O:16]1, predict the reaction product. The product is: [CH3:14][Si:15]([CH3:25])(/[CH:2]=[CH:3]/[CH2:4][CH2:5][CH2:6][CH2:7][CH3:8])[OH:16]. (2) Given the reactants ClC1C=C(Cl)C(Cl)=CC=1O[C:11](=[O:27])[C@H:12]([CH3:26])[NH:13][C:14](=[O:25])[CH2:15][C:16]1[CH:21]=[CH:20][CH:19]=[C:18]([N+:22]([O-:24])=[O:23])[CH:17]=1.Cl.[CH3:29][O:30][C:31](=[O:41])[C@H:32]([CH2:34][C:35]1[CH:40]=[CH:39][CH:38]=[CH:37][CH:36]=1)[NH2:33], predict the reaction product. The product is: [CH3:29][O:30][C:31](=[O:41])[C@H:32]([CH2:34][C:35]1[CH:40]=[CH:39][CH:38]=[CH:37][CH:36]=1)[NH:33][C:11](=[O:27])[C@H:12]([CH3:26])[NH:13][C:14](=[O:25])[CH2:15][C:16]1[CH:21]=[CH:20][CH:19]=[C:18]([N+:22]([O-:24])=[O:23])[CH:17]=1. (3) Given the reactants [CH3:1][O:2][C:3]1[N:8]2[N:9]=[C:10]([C:12]([F:15])([F:14])[F:13])[CH:11]=[C:7]2[C:6]([CH:16]([C:24]2[CH:29]=[CH:28][CH:27]=[CH:26][CH:25]=2)[CH2:17][C:18]2[CH:23]=[CH:22][N:21]=[CH:20][CH:19]=2)=[CH:5][CH:4]=1.C1C=C(Cl)C=C(C(OO)=[O:38])C=1.C(=O)([O-])O.[Na+], predict the reaction product. The product is: [CH3:1][O:2][C:3]1[N:8]2[N:9]=[C:10]([C:12]([F:14])([F:15])[F:13])[CH:11]=[C:7]2[C:6]([CH:16]([C:24]2[CH:29]=[CH:28][CH:27]=[CH:26][CH:25]=2)[CH2:17][C:18]2[CH:23]=[CH:22][N+:21]([O-:38])=[CH:20][CH:19]=2)=[CH:5][CH:4]=1.